From a dataset of Reaction yield outcomes from USPTO patents with 853,638 reactions. Predict the reaction yield, written as a fraction of the theoretical maximum amount of product (1.0 means a 100% yield; for example, 0.34 means a 34% yield). The yield is 0.240. The catalyst is CO. The reactants are [N:1]1[C:10]2[C:5](=[CH:6][CH:7]=[CH:8][CH:9]=2)[CH:4]=[C:3]([CH:11]=O)[CH:2]=1.CN.CO.CC(O)=O.[BH3-][C:22]#[N:23].[Na+]. The product is [CH3:22][NH:23][CH2:11][C:3]1[CH:2]=[N:1][C:10]2[C:5]([CH:4]=1)=[CH:6][CH:7]=[CH:8][CH:9]=2.